From a dataset of Reaction yield outcomes from USPTO patents with 853,638 reactions. Predict the reaction yield, written as a fraction of the theoretical maximum amount of product (1.0 means a 100% yield; for example, 0.34 means a 34% yield). (1) The reactants are [OH:1][C:2]1[C:3]([N+:8]([O-:10])=[O:9])=[N:4][CH:5]=[CH:6][CH:7]=1.C[O-].[Na+].[Br:14]Br. The catalyst is CO. The product is [Br:14][C:5]1[CH:6]=[CH:7][C:2]([OH:1])=[C:3]([N+:8]([O-:10])=[O:9])[N:4]=1. The yield is 0.960. (2) The reactants are S(Cl)([Cl:3])=O.[Cl:5][C:6]1[CH:11]=[CH:10][C:9]([CH:12]=[CH:13][S:14](O)(=[O:16])=[O:15])=[C:8]([O:18][CH3:19])[CH:7]=1.C(OCC)(=O)C. The yield is 0.610. The catalyst is CN(C=O)C. The product is [Cl:5][C:6]1[CH:11]=[CH:10][C:9]([CH:12]=[CH:13][S:14]([Cl:3])(=[O:16])=[O:15])=[C:8]([O:18][CH3:19])[CH:7]=1. (3) The reactants are [OH:1][C@@H:2]1[C@@H:6]([CH2:7][OH:8])[CH2:5][C@@H:4]([N:9]2[C:17](=[O:18])[C:16]3[C:11](=[CH:12][CH:13]=[CH:14][CH:15]=3)[C:10]2=[O:19])[C@@H:3]1[O:20][CH3:21].CCN(CC)CC.[CH3:29][C:30]([Si:33](Cl)([CH3:35])[CH3:34])([CH3:32])[CH3:31]. The catalyst is CN(C1C=CN=CC=1)C.CN(C=O)C.CCOC(C)=O. The product is [Si:33]([O:8][CH2:7][C@H:6]1[CH2:5][C@@H:4]([N:9]2[C:10](=[O:19])[C:11]3[C:16](=[CH:15][CH:14]=[CH:13][CH:12]=3)[C:17]2=[O:18])[C@H:3]([O:20][CH3:21])[C@@H:2]1[OH:1])([C:30]([CH3:32])([CH3:31])[CH3:29])([CH3:35])[CH3:34]. The yield is 0.950. (4) The reactants are [O:1]1[C:5]2[CH:6]=[CH:7][C:8]([C:10]3[S:11][CH:12]=[C:13]([C:15]([OH:17])=O)[N:14]=3)=[CH:9][C:4]=2[CH2:3][CH2:2]1.[CH2:18]([S:25][C:26]1[N:30]=[C:29]([NH2:31])[NH:28][N:27]=1)[C:19]1[CH:24]=[CH:23][CH:22]=[CH:21][CH:20]=1.F[P-](F)(F)(F)(F)F.N1(OC(N(C)C)=[N+](C)C)C2C=CC=CC=2N=N1. The catalyst is N1C=CC=CC=1. The product is [CH2:18]([S:25][C:26]1[N:30]=[C:29]([NH:31][C:15]([C:13]2[N:14]=[C:10]([C:8]3[CH:7]=[CH:6][C:5]4[O:1][CH2:2][CH2:3][C:4]=4[CH:9]=3)[S:11][CH:12]=2)=[O:17])[NH:28][N:27]=1)[C:19]1[CH:20]=[CH:21][CH:22]=[CH:23][CH:24]=1. The yield is 0.690. (5) The yield is 0.0600. No catalyst specified. The product is [NH2:28][C:27]1[N:9]([C:10]2[CH:11]=[CH:12][C:13](=[O:16])[NH:14][CH:15]=2)[N:8]=[C:25]([C:24]([CH3:31])([CH3:30])[CH3:23])[CH:26]=1. The reactants are C1(C(C2C=CC=CC=2)=[N:8][NH:9][C:10]2[CH:11]=[CH:12][C:13](=[O:16])[NH:14][CH:15]=2)C=CC=CC=1.[CH3:23][C:24]([CH3:31])([CH3:30])[C:25](=O)[CH2:26][C:27]#[N:28].Cl.